Predict the product of the given reaction. From a dataset of Forward reaction prediction with 1.9M reactions from USPTO patents (1976-2016). (1) Given the reactants [Cl:1][C:2]1[CH:38]=[CH:37][C:5]([CH2:6][N:7]2[C:15]3[C:10](=[CH:11][CH:12]=[CH:13][CH:14]=3)[C:9]([CH:16]([C:18]3[N:19]([CH2:29][O:30][CH2:31][CH2:32][Si:33]([CH3:36])([CH3:35])[CH3:34])[CH:20]=[C:21]([C:23]4[CH:28]=[CH:27][CH:26]=[CH:25][N:24]=4)[N:22]=3)[OH:17])=[CH:8]2)=[CH:4][CH:3]=1.CCCCCC.C(OCC)(=O)C, predict the reaction product. The product is: [Cl:1][C:2]1[CH:38]=[CH:37][C:5]([CH2:6][N:7]2[C:15]3[C:10](=[CH:11][CH:12]=[CH:13][CH:14]=3)[C:9]([C:16]([C:18]3[N:19]([CH2:29][O:30][CH2:31][CH2:32][Si:33]([CH3:34])([CH3:35])[CH3:36])[CH:20]=[C:21]([C:23]4[CH:28]=[CH:27][CH:26]=[CH:25][N:24]=4)[N:22]=3)=[O:17])=[CH:8]2)=[CH:4][CH:3]=1. (2) Given the reactants [Cl:1][C:2]1[S:6][C:5]([CH2:7][N:8]2[C:16]3[C:11](=[CH:12][CH:13]=[CH:14][CH:15]=3)[C:10](=O)[C:9]2=[O:18])=[CH:4][CH:3]=1.[F:19][C:20]([F:29])([F:28])[C:21]1[CH:22]=[C:23]([CH:25]=[CH:26][CH:27]=1)[NH2:24], predict the reaction product. The product is: [Cl:1][C:2]1[S:6][C:5]([CH2:7][N:8]2[C:16]3[C:11](=[CH:12][CH:13]=[CH:14][CH:15]=3)[C:10](=[N:24][C:23]3[CH:25]=[CH:26][CH:27]=[C:21]([C:20]([F:19])([F:28])[F:29])[CH:22]=3)[C:9]2=[O:18])=[CH:4][CH:3]=1. (3) Given the reactants Cl[C:2]1[CH:7]=[CH:6][CH:5]=[C:4]([C:8]#[N:9])[N:3]=1.[CH3:10][S-:11].[Na+], predict the reaction product. The product is: [C:8]([C:4]1[CH:5]=[CH:6][CH:7]=[C:2]([S:11][CH3:10])[N:3]=1)#[N:9].